From a dataset of Cav3 T-type calcium channel HTS with 100,875 compounds. Binary Classification. Given a drug SMILES string, predict its activity (active/inactive) in a high-throughput screening assay against a specified biological target. (1) The molecule is Clc1c(CC(/N)=N/OC(=O)COc2ccc(OC)cc2)ccc(Cl)c1. The result is 0 (inactive). (2) The molecule is S=C(NCc1n(ccc1)C)Nc1cc(ccc1)C. The result is 0 (inactive).